From a dataset of Full USPTO retrosynthesis dataset with 1.9M reactions from patents (1976-2016). Predict the reactants needed to synthesize the given product. (1) Given the product [C:5]1([N:6]2[C:15]3[CH:20]=[CH:19][C:18]([B:30]4[O:34][C:33]([CH3:36])([CH3:35])[C:32]([CH3:38])([CH3:37])[O:31]4)=[CH:17][C:16]=3[C:12]3[C:7]2=[CH:8][CH:9]=[CH:10][CH:11]=3)[CH:4]=[CH:3][CH:2]=[CH:14][CH:13]=1, predict the reactants needed to synthesize it. The reactants are: Br[C:2]1[CH:3]=[CH:4][C:5]2[N:6]([C:15]3[CH:20]=[CH:19][CH:18]=[CH:17][CH:16]=3)[C:7]3[C:12]([C:13]=2[CH:14]=1)=[CH:11][CH:10]=[CH:9][CH:8]=3.C([Li])CCC.C(O[B:30]1[O:34][C:33]([CH3:36])([CH3:35])[C:32]([CH3:38])([CH3:37])[O:31]1)(C)C.O. (2) Given the product [OH:39][NH:38][C:19]([C:16]1[C:17](=[O:18])[N:12]([CH2:11][CH:10]([O:28][CH3:29])[O:9][CH3:8])[C:13]([C:22]2[CH:27]=[CH:26][CH:25]=[CH:24][CH:23]=2)=[N:14][CH:15]=1)=[O:20], predict the reactants needed to synthesize it. The reactants are: C(N(CC)CC)C.[CH3:8][O:9][CH:10]([O:28][CH3:29])[CH2:11][N:12]1[C:17](=[O:18])[C:16]([C:19](O)=[O:20])=[CH:15][N:14]=[C:13]1[C:22]1[CH:27]=[CH:26][CH:25]=[CH:24][CH:23]=1.C(Cl)(=O)OCC(C)C.[NH2:38][OH:39]. (3) Given the product [CH:31]1([NH:36][C:2]2[CH:7]=[CH:6][N:5]3[N:8]=[C:9]([C:23]4[CH:28]=[CH:27][C:26]([O:29][CH3:30])=[CH:25][CH:24]=4)[C:10]([C:11]4[CH:16]=[CH:15][N:14]=[C:13]([NH:17][CH:18]5[CH2:22][CH2:21][CH2:20][CH2:19]5)[N:12]=4)=[C:4]3[CH:3]=2)[CH2:35][CH2:34][CH2:33][CH2:32]1, predict the reactants needed to synthesize it. The reactants are: Cl[C:2]1[CH:7]=[CH:6][N:5]2[N:8]=[C:9]([C:23]3[CH:28]=[CH:27][C:26]([O:29][CH3:30])=[CH:25][CH:24]=3)[C:10]([C:11]3[CH:16]=[CH:15][N:14]=[C:13]([NH:17][CH:18]4[CH2:22][CH2:21][CH2:20][CH2:19]4)[N:12]=3)=[C:4]2[CH:3]=1.[CH:31]1([NH2:36])[CH2:35][CH2:34][CH2:33][CH2:32]1. (4) Given the product [Br:32][C:7]1[C:6](=[O:11])[N:5]([CH2:12][C:13]2[CH:18]=[CH:17][C:16]([C:19]3[C:20]([C:25]#[N:26])=[CH:21][CH:22]=[CH:23][CH:24]=3)=[CH:15][CH:14]=2)[C:4]([S:3][CH2:1][CH3:2])=[N:9][C:8]=1[CH3:10], predict the reactants needed to synthesize it. The reactants are: [CH2:1]([S:3][C:4]1[N:5]([CH2:12][C:13]2[CH:18]=[CH:17][C:16]([C:19]3[C:20]([C:25]#[N:26])=[CH:21][CH:22]=[CH:23][CH:24]=3)=[CH:15][CH:14]=2)[C:6](=[O:11])[CH:7]=[C:8]([CH3:10])[N:9]=1)[CH3:2].C([O-])(=O)C.[Na+].[Br:32]Br. (5) Given the product [O:1]([C:8]1[C:17]2[N:18]=[CH:19][N:20]([CH2:21][CH2:22][O:23][CH2:31][C:26]3[CH:27]=[CH:28][CH:29]=[CH:30][N:25]=3)[C:16]=2[C:15]2[CH:14]=[CH:13][CH:12]=[CH:11][C:10]=2[N:9]=1)[C:2]1[CH:3]=[CH:4][CH:5]=[CH:6][CH:7]=1, predict the reactants needed to synthesize it. The reactants are: [O:1]([C:8]1[C:17]2[N:18]=[CH:19][N:20]([CH2:21][CH2:22][OH:23])[C:16]=2[C:15]2[CH:14]=[CH:13][CH:12]=[CH:11][C:10]=2[N:9]=1)[C:2]1[CH:7]=[CH:6][CH:5]=[CH:4][CH:3]=1.Cl.[N:25]1[CH:30]=[CH:29][CH:28]=[CH:27][C:26]=1[CH2:31]Cl. (6) The reactants are: [CH3:1][CH:2]1[CH2:6][CH2:5][CH:4]([CH3:7])[N:3]1[C:8]1[N:13]=[C:12]([NH:14][C:15]2[C:16]3[N:17]([CH:31]=[CH:32][N:33]=3)[N:18]=[C:19]([C:21]3[CH:22]=[C:23]([CH:28]=[CH:29][CH:30]=3)[C:24]([O:26]C)=[O:25])[CH:20]=2)[CH:11]=[CH:10][CH:9]=1.[OH-].[Na+]. Given the product [CH3:7][CH:4]1[CH2:5][CH2:6][CH:2]([CH3:1])[N:3]1[C:8]1[N:13]=[C:12]([NH:14][C:15]2[C:16]3[N:17]([CH:31]=[CH:32][N:33]=3)[N:18]=[C:19]([C:21]3[CH:22]=[C:23]([CH:28]=[CH:29][CH:30]=3)[C:24]([OH:26])=[O:25])[CH:20]=2)[CH:11]=[CH:10][CH:9]=1, predict the reactants needed to synthesize it.